Dataset: Forward reaction prediction with 1.9M reactions from USPTO patents (1976-2016). Task: Predict the product of the given reaction. (1) Given the reactants Cl[C:2]1[CH:7]=[C:6]([O:8][CH2:9][C:10]#[C:11][CH3:12])[N:5]=[CH:4][N:3]=1.C(=O)([O-])[O-].[K+].[K+].[F:19][C:20]1[CH:25]=[CH:24][C:23]([OH:26])=[CH:22][CH:21]=1.[Cl-].[NH4+], predict the reaction product. The product is: [F:19][C:20]1[CH:25]=[CH:24][C:23]([O:26][C:2]2[CH:7]=[C:6]([O:8][CH2:9][C:10]#[C:11][CH3:12])[N:5]=[CH:4][N:3]=2)=[CH:22][CH:21]=1. (2) Given the reactants [C:1]([O:5][C:6]([N:8]1[C:17]2[C:12](=[CH:13][CH:14]=[CH:15][CH:16]=2)[C:11](=O)[C:10]([CH3:20])([CH3:19])[CH2:9]1)=[O:7])([CH3:4])([CH3:3])[CH3:2].[BH4-].[Na+], predict the reaction product. The product is: [C:1]([O:5][C:6]([N:8]1[C:17]2[C:12](=[CH:13][CH:14]=[CH:15][CH:16]=2)[CH2:11][C:10]([CH3:20])([CH3:19])[CH2:9]1)=[O:7])([CH3:4])([CH3:2])[CH3:3]. (3) Given the reactants Cl.[CH3:2][O:3][C:4]1[CH:12]=[CH:11][C:7]([C:8](=[NH:10])[NH2:9])=[CH:6][CH:5]=1.C(=O)([O-])O.[K+].[CH2:18]([O:25][C:26]([NH:28][C@H:29]([C:42](=O)[CH2:43]Br)[CH2:30][CH2:31][CH2:32][CH2:33][NH:34][C:35](=[O:41])[O:36][C:37]([CH3:40])([CH3:39])[CH3:38])=[O:27])[C:19]1[CH:24]=[CH:23][CH:22]=[CH:21][CH:20]=1, predict the reaction product. The product is: [CH2:18]([O:25][C:26]([NH:28][C@H:29]([C:42]1[N:10]=[C:8]([C:7]2[CH:11]=[CH:12][C:4]([O:3][CH3:2])=[CH:5][CH:6]=2)[NH:9][CH:43]=1)[CH2:30][CH2:31][CH2:32][CH2:33][NH:34][C:35](=[O:41])[O:36][C:37]([CH3:39])([CH3:40])[CH3:38])=[O:27])[C:19]1[CH:24]=[CH:23][CH:22]=[CH:21][CH:20]=1. (4) Given the reactants [Cl:1][C:2]1[CH:10]=[C:9]2[C:5]([C:6]([C:11](=[O:16])C(F)(F)F)=[CH:7][NH:8]2)=[CH:4][CH:3]=1.C(=O)([O-])[O-].[K+].[K+].Br[CH2:24][CH2:25][CH2:26][CH2:27][CH3:28].[OH-:29].[Na+], predict the reaction product. The product is: [Cl:1][C:2]1[CH:10]=[C:9]2[C:5]([C:6]([C:11]([OH:16])=[O:29])=[CH:7][N:8]2[CH2:24][CH2:25][CH2:26][CH2:27][CH3:28])=[CH:4][CH:3]=1. (5) Given the reactants [CH2:1]1[C:12]2[CH:4]([N:5]=[C:6]3[C:11]=2[CH:10]=[CH:9][CH:8]=[CH:7]3)[CH2:3][CH2:2]1.[NH2:13]N.O.NN, predict the reaction product. The product is: [NH2:13][CH:1]1[C:12]2[CH:4]([N:5]=[C:6]3[C:11]=2[CH:10]=[CH:9][CH:8]=[CH:7]3)[CH2:3][CH2:2]1. (6) Given the reactants Br[C:2]1[C:3]2[C:8]([C:9](Br)=[C:10]3[C:15]=1[CH:14]=[CH:13][CH:12]=[CH:11]3)=[CH:7][CH:6]=[CH:5][CH:4]=2.C[O:18][C:19]1[CH:24]=[CH:23][CH:22]=[CH:21][C:20]=1B(O)O.[C:28](=[O:31])([O-])[O-].[Na+].[Na+].[I-].[Li+].Cl, predict the reaction product. The product is: [OH:18][C:19]1[CH:24]=[CH:23][CH:22]=[CH:21][C:20]=1[C:2]1[C:3]2[C:8]([C:9]([C:4]3[CH:3]=[CH:2][CH:15]=[CH:14][C:28]=3[OH:31])=[C:10]3[C:15]=1[CH:14]=[CH:13][CH:12]=[CH:11]3)=[CH:7][CH:6]=[CH:5][CH:4]=2.